Dataset: Full USPTO retrosynthesis dataset with 1.9M reactions from patents (1976-2016). Task: Predict the reactants needed to synthesize the given product. (1) Given the product [Cl:20][C:17]([F:19])([F:18])[O:16][C:13]1[CH:14]=[CH:15][C:10]([NH:9][C:7]([C:6]2[CH:21]=[C:2]([C:33]3[CH:32]=[N:31][CH:30]=[C:29]([F:28])[CH:34]=3)[C:3]([N:22]([CH2:26][CH3:27])[CH2:23][CH2:24][OH:25])=[N:4][CH:5]=2)=[O:8])=[CH:11][CH:12]=1, predict the reactants needed to synthesize it. The reactants are: Br[C:2]1[C:3]([N:22]([CH2:26][CH3:27])[CH2:23][CH2:24][OH:25])=[N:4][CH:5]=[C:6]([CH:21]=1)[C:7]([NH:9][C:10]1[CH:15]=[CH:14][C:13]([O:16][C:17]([Cl:20])([F:19])[F:18])=[CH:12][CH:11]=1)=[O:8].[F:28][C:29]1[CH:30]=[N:31][CH:32]=[C:33](B2OC(C)(C)C(C)(C)O2)[CH:34]=1. (2) Given the product [S:19]1[CH:20]=[CH:21][C:17]2[CH:16]=[C:15]([N:10]3[CH:11]=[CH:12][N:8]([C:3]4[CH:4]=[N:5][CH:6]=[CH:7][C:2]=4[CH3:1])[C:9]3=[O:13])[CH:23]=[CH:22][C:18]1=2, predict the reactants needed to synthesize it. The reactants are: [CH3:1][C:2]1[CH:7]=[CH:6][N:5]=[CH:4][C:3]=1[N:8]1[CH2:12][CH2:11][NH:10][C:9]1=[O:13].Br[C:15]1[CH:23]=[CH:22][C:18]2[S:19][CH:20]=[CH:21][C:17]=2[CH:16]=1.N[C@@H]1CCCC[C@H]1N.P([O-])([O-])([O-])=O.[K+].[K+].[K+]. (3) The reactants are: C([O:4][C@H:5]1[C@H:10]([O:11]C(=O)C)[C@@H:9]([O:15]C(=O)C)[C@H:8]([C:19]2[CH:24]=[CH:23][C:22]([Cl:25])=[C:21]([CH2:26][C:27]3[CH:32]=[CH:31][C:30]([C:33]4([CH:36]=O)[CH2:35][CH2:34]4)=[CH:29][CH:28]=3)[CH:20]=2)[O:7][C@@H:6]1[CH2:38][O:39]C(=O)C)(=O)C.N1C=CC=CC=1.Cl.[CH3:50][O:51][NH2:52]. Given the product [CH3:50][O:51][N:52]=[CH:36][C:33]1([C:30]2[CH:31]=[CH:32][C:27]([CH2:26][C:21]3[CH:20]=[C:19]([C@H:8]4[C@H:9]([OH:15])[C@@H:10]([OH:11])[C@H:5]([OH:4])[C@@H:6]([CH2:38][OH:39])[O:7]4)[CH:24]=[CH:23][C:22]=3[Cl:25])=[CH:28][CH:29]=2)[CH2:35][CH2:34]1, predict the reactants needed to synthesize it.